From a dataset of Forward reaction prediction with 1.9M reactions from USPTO patents (1976-2016). Predict the product of the given reaction. Given the reactants Br[C:2]1[S:27][C:5]2=[N:6][C:7]([CH3:26])=[C:8]([C:21]([O:23][CH2:24][CH3:25])=[O:22])[C:9]([NH:10][S:11]([C:14]3[CH:19]=[CH:18][CH:17]=[C:16]([Cl:20])[CH:15]=3)(=[O:13])=[O:12])=[C:4]2[C:3]=1[CH3:28].O(C([N:36]1[CH:40]=[C:39](B(O)O)[CH:38]=[N:37]1)=O)C(C)(C)C.C(=O)([O-])[O-].[K+].[K+], predict the reaction product. The product is: [Cl:20][C:16]1[CH:15]=[C:14]([S:11]([NH:10][C:9]2[C:8]([C:21]([O:23][CH2:24][CH3:25])=[O:22])=[C:7]([CH3:26])[N:6]=[C:5]3[S:27][C:2]([C:39]4[CH:40]=[N:36][NH:37][CH:38]=4)=[C:3]([CH3:28])[C:4]=23)(=[O:13])=[O:12])[CH:19]=[CH:18][CH:17]=1.